From a dataset of Catalyst prediction with 721,799 reactions and 888 catalyst types from USPTO. Predict which catalyst facilitates the given reaction. (1) Product: [CH2:7]1[C:8]2([CH2:14][CH2:13][CH2:12][CH2:11]2)[CH:9]=[N:10][N:6]1[C:4](=[N:5][S:47]([C:36]1[CH:37]=[CH:38][C:39]([NH:40][C:41](=[O:46])[C:42]([F:43])([F:44])[F:45])=[C:34]([CH3:33])[CH:35]=1)(=[O:49])=[O:48])[NH:3][CH2:1][CH3:2]. The catalyst class is: 3. Reactant: [CH2:1]([NH:3][C:4]([N:6]1[N:10]=[CH:9][C:8]2([CH2:14][CH2:13][CH2:12][CH2:11]2)[CH2:7]1)=[NH:5])[CH3:2].CCN(P1(N(C)CCCN1C)=NC(C)(C)C)CC.[CH3:33][C:34]1[CH:35]=[C:36]([S:47](Cl)(=[O:49])=[O:48])[CH:37]=[CH:38][C:39]=1[NH:40][C:41](=[O:46])[C:42]([F:45])([F:44])[F:43].Cl. (2) Reactant: [ClH:1].CO.[CH2:4]([N:11]1[CH2:16][CH2:15][CH:14]([NH:17][C:18]2[N:23]=[CH:22][C:21](/[CH:24]=[CH:25]/[C:26]([NH:28][O:29]C3CCCCO3)=[O:27])=[CH:20][CH:19]=2)[CH2:13][CH2:12]1)[C:5]1[CH:10]=[CH:9][CH:8]=[CH:7][CH:6]=1. Product: [ClH:1].[ClH:1].[CH2:4]([N:11]1[CH2:16][CH2:15][CH:14]([NH:17][C:18]2[N:23]=[CH:22][C:21](/[CH:24]=[CH:25]/[C:26]([NH:28][OH:29])=[O:27])=[CH:20][CH:19]=2)[CH2:13][CH2:12]1)[C:5]1[CH:6]=[CH:7][CH:8]=[CH:9][CH:10]=1. The catalyst class is: 5. (3) Reactant: [H-].[Na+].[CH3:3][N:4]1[CH2:10][CH:9]2[C:11](=O)[CH:6]([C@H:7]([CH3:14])[C@H:8]2[CH3:13])[CH2:5]1.[C:15]([O:18][CH2:19][CH3:20])(=[O:17])[CH3:16]. Product: [CH3:3][N:4]1[CH2:10][CH:9]2[C:11](=[CH:16][C:15]([O:18][CH2:19][CH3:20])=[O:17])[CH:6]([C@H:7]([CH3:14])[C@H:8]2[CH3:13])[CH2:5]1. The catalyst class is: 7. (4) Reactant: C[O:2][C:3](=[O:24])[CH2:4][CH2:5][CH2:6][CH2:7][C:8]1[O:9][CH:10]=[C:11]([C:13]2[CH:18]=[CH:17][CH:16]=[CH:15][C:14]=2[NH:19][S:20]([CH3:23])(=[O:22])=[O:21])[N:12]=1.C1COCC1.[OH-].[Na+]. Product: [CH3:23][S:20]([NH:19][C:14]1[CH:15]=[CH:16][CH:17]=[CH:18][C:13]=1[C:11]1[N:12]=[C:8]([CH2:7][CH2:6][CH2:5][CH2:4][C:3]([OH:24])=[O:2])[O:9][CH:10]=1)(=[O:21])=[O:22]. The catalyst class is: 14. (5) Reactant: [C:1]1([CH3:23])[CH:6]=[CH:5][C:4]([N:7]=[C:8]2[NH:12][C:11](=[O:13])[C:10](=[CH:14][CH2:15][CH2:16][C:17]3[CH:22]=[CH:21][CH:20]=[CH:19][CH:18]=3)[S:9]2)=[CH:3][CH:2]=1.[Li+].[BH4-]. Product: [C:1]1([CH3:23])[CH:2]=[CH:3][C:4]([N:7]=[C:8]2[NH:12][C:11](=[O:13])[CH:10]([CH2:14][CH2:15][CH2:16][C:17]3[CH:22]=[CH:21][CH:20]=[CH:19][CH:18]=3)[S:9]2)=[CH:5][CH:6]=1. The catalyst class is: 877. (6) Reactant: [C:1]1([CH2:7][CH2:8][CH2:9][CH2:10][CH2:11][C:12]([OH:14])=O)[CH:6]=[CH:5][CH:4]=[CH:3][CH:2]=1.CCN(CC)CC.CN(C(ON1N=NC2C=CC=CC1=2)=[N+](C)C)C.[B-](F)(F)(F)F.C([O-])(=O)C.[O:48]=[C:49]1[C@@H:52]([NH3+:53])[CH2:51][NH:50]1. Product: [C:1]1([CH2:7][CH2:8][CH2:9][CH2:10][CH2:11][C:12]([NH:53][C@H:52]2[CH2:51][NH:50][C:49]2=[O:48])=[O:14])[CH:2]=[CH:3][CH:4]=[CH:5][CH:6]=1. The catalyst class is: 158.